Dataset: NCI-60 drug combinations with 297,098 pairs across 59 cell lines. Task: Regression. Given two drug SMILES strings and cell line genomic features, predict the synergy score measuring deviation from expected non-interaction effect. (1) Drug 1: CC12CCC3C(C1CCC2O)C(CC4=C3C=CC(=C4)O)CCCCCCCCCS(=O)CCCC(C(F)(F)F)(F)F. Drug 2: CC1C(C(CC(O1)OC2CC(CC3=C2C(=C4C(=C3O)C(=O)C5=CC=CC=C5C4=O)O)(C(=O)C)O)N)O. Cell line: SF-539. Synergy scores: CSS=38.1, Synergy_ZIP=-0.643, Synergy_Bliss=-0.152, Synergy_Loewe=-11.6, Synergy_HSA=1.09. (2) Drug 1: CCC1=CC2CC(C3=C(CN(C2)C1)C4=CC=CC=C4N3)(C5=C(C=C6C(=C5)C78CCN9C7C(C=CC9)(C(C(C8N6C)(C(=O)OC)O)OC(=O)C)CC)OC)C(=O)OC.C(C(C(=O)O)O)(C(=O)O)O. Drug 2: C1C(C(OC1N2C=NC3=C2NC=NCC3O)CO)O. Cell line: SK-MEL-5. Synergy scores: CSS=28.8, Synergy_ZIP=5.37, Synergy_Bliss=9.33, Synergy_Loewe=-33.6, Synergy_HSA=6.97. (3) Drug 1: C(CC(=O)O)C(=O)CN.Cl. Cell line: PC-3. Synergy scores: CSS=4.51, Synergy_ZIP=-1.47, Synergy_Bliss=-0.0956, Synergy_Loewe=-3.53, Synergy_HSA=-3.53. Drug 2: COC1=C2C(=CC3=C1OC=C3)C=CC(=O)O2.